This data is from Ames mutagenicity test results for genotoxicity prediction. The task is: Regression/Classification. Given a drug SMILES string, predict its toxicity properties. Task type varies by dataset: regression for continuous values (e.g., LD50, hERG inhibition percentage) or binary classification for toxic/non-toxic outcomes (e.g., AMES mutagenicity, cardiotoxicity, hepatotoxicity). Dataset: ames. (1) The result is 0 (non-mutagenic). The compound is CNC1CCc2cc(OC)c(OC)c(OC)c2-c2ccc(OC)c(=O)cc21. (2) The molecule is CC(=O)/C=C\c1ccccc1. The result is 1 (mutagenic). (3) The molecule is COc1ccc(C(=O)Nc2ccccc2)cc1[N+](=O)[O-]. The result is 1 (mutagenic). (4) The result is 1 (mutagenic). The compound is CC[N+]([O-])(CC)CCNc1ccc(CO)c2sc3ccccc3c(=O)c12. (5) The compound is C1COCO1. The result is 0 (non-mutagenic).